Dataset: Forward reaction prediction with 1.9M reactions from USPTO patents (1976-2016). Task: Predict the product of the given reaction. Given the reactants O[CH2:2][CH:3]1C(CO)CC(C)=CC1.Cl[C:13]1C=CC=C(C(OO)=O)[CH:14]=1.[OH:23][CH2:24][CH:25]1[CH:30]([CH2:31][OH:32])[CH2:29][C:28]2([O:34][CH:27]2[CH2:26]1)[CH3:33].C(=O)([O-])[O-].[Na+].[Na+].C(O)(=O)CC.C(OC=C)(=O)C, predict the reaction product. The product is: [CH:2]([O:23][CH2:24][CH:25]1[CH:30]([CH2:31][O:32][CH:13]=[CH2:14])[CH2:29][C:28]2([O:34][CH:27]2[CH2:26]1)[CH3:33])=[CH2:3].